Dataset: Retrosynthesis with 50K atom-mapped reactions and 10 reaction types from USPTO. Task: Predict the reactants needed to synthesize the given product. Given the product N#CC(CCCCCCOc1ccc(-c2ccccc2)cc1)OC1CCCCO1, predict the reactants needed to synthesize it. The reactants are: C1=COCCC1.N#CC(O)CCCCCCOc1ccc(-c2ccccc2)cc1.